From a dataset of Full USPTO retrosynthesis dataset with 1.9M reactions from patents (1976-2016). Predict the reactants needed to synthesize the given product. (1) Given the product [Cl:27][C:23]1[CH:22]=[C:21]([S:18]([NH:17][CH2:16][C:12]2[N:11]([CH3:28])[C:10]([C:29]([OH:31])=[O:30])=[C:9]([OH:8])[C:14](=[O:15])[CH:13]=2)(=[O:19])=[O:20])[CH:26]=[CH:25][CH:24]=1, predict the reactants needed to synthesize it. The reactants are: C([O:8][C:9]1[C:14](=[O:15])[CH:13]=[C:12]([CH2:16][NH:17][S:18]([C:21]2[CH:26]=[CH:25][CH:24]=[C:23]([Cl:27])[CH:22]=2)(=[O:20])=[O:19])[N:11]([CH3:28])[C:10]=1[C:29]([OH:31])=[O:30])C1C=CC=CC=1.C1(S(C(N)C2N(C)C(C(O)=O)=C(O)C(=O)C=2)(=O)=O)C=CC=CC=1. (2) Given the product [Cl-:36].[C:45]([CH2:48][CH2:49][CH2:50][CH2:51][CH2:52][N+:53]1[C:62]2[C:57](=[CH:58][CH:59]=[CH:60][CH:61]=2)[C:56]([CH:63]=[CH:24][CH:19]=[CH:20][CH:18]=[C:4]2[C:5]([CH3:17])([CH3:16])[C:6]3[C:11](=[CH:10][CH:9]=[C:8]([P:12]([OH:14])([OH:15])=[O:13])[CH:7]=3)[N:3]2[CH2:1][CH3:2])=[CH:55][CH:54]=1)([OH:47])=[O:46], predict the reactants needed to synthesize it. The reactants are: [CH2:1]([N+:3]1[C:11]2[C:6](=[CH:7][C:8]([P:12]([OH:15])([OH:14])=[O:13])=[CH:9][CH:10]=2)[C:5]([CH3:17])([CH3:16])[C:4]=1[CH3:18])[CH3:2].[CH:19]1[CH:24]=CC(N/C=C/C=NC2C=CC=CC=2)=C[CH:20]=1.[ClH:36].C(OC(=O)C)(=O)C.[I-].[C:45]([CH2:48][CH2:49][CH2:50][CH2:51][CH2:52][N+:53]1[C:62]2[C:57](=[CH:58][CH:59]=[CH:60][CH:61]=2)[C:56]([CH3:63])=[CH:55][CH:54]=1)([OH:47])=[O:46].[OH-].[Na+].C(=O)(O)[O-].[Na+]. (3) Given the product [CH2:1]([O:8][C:9]1[CH:14]=[CH:13][N:12]([C:15]2[CH:16]=[CH:17][C:18]([O:21][CH2:26][CH2:25][N:24]([CH3:28])[CH3:23])=[CH:19][CH:20]=2)[C:11](=[O:22])[CH:10]=1)[C:2]1[CH:7]=[CH:6][CH:5]=[CH:4][CH:3]=1, predict the reactants needed to synthesize it. The reactants are: [CH2:1]([O:8][C:9]1[CH:14]=[CH:13][N:12]([C:15]2[CH:20]=[CH:19][C:18]([OH:21])=[CH:17][CH:16]=2)[C:11](=[O:22])[CH:10]=1)[C:2]1[CH:7]=[CH:6][CH:5]=[CH:4][CH:3]=1.[CH3:23][N:24]([CH3:28])[CH2:25][CH2:26]O.C1(P(C2C=CC=CC=2)C2C=CC=CC=2)C=CC=CC=1.N(C(OCC)=O)=NC(OCC)=O.